This data is from Reaction yield outcomes from USPTO patents with 853,638 reactions. The task is: Predict the reaction yield, written as a fraction of the theoretical maximum amount of product (1.0 means a 100% yield; for example, 0.34 means a 34% yield). (1) The reactants are CC1[N:3]([C:8]2[CH:17]=[C:11]3[CH:12]([CH3:16])[O:13][CH2:14][CH2:15][N:10]3[N:9]=2)C(C)=CC=1.Cl.NO. The catalyst is C(O)C. The product is [CH3:16][CH:12]1[C:11]2=[CH:17][C:8]([NH2:3])=[N:9][N:10]2[CH2:15][CH2:14][O:13]1. The yield is 0.0800. (2) No catalyst specified. The yield is 0.520. The reactants are CN(C(ON1N=NC2C=CC=NC1=2)=[N+](C)C)C.F[P-](F)(F)(F)(F)F.[Cl:25][C:26]1[CH:27]=[C:28]([C:53](O)=[O:54])[CH:29]=[N:30][C:31]=1[CH2:32][NH:33][C:34]([NH:36][CH:37]1[C:43]2[CH:44]=[N:45][CH:46]=[CH:47][C:42]=2[CH2:41][CH2:40][C:39]2[C:48]([F:52])=[CH:49][CH:50]=[CH:51][C:38]1=2)=[O:35].Cl.[NH2:57][C@@H:58]1[CH2:62][CH2:61][N:60]([CH3:63])[C:59]1=[O:64]. The product is [Cl:25][C:26]1[CH:27]=[C:28]([C:53]([NH:57][C@@H:58]2[CH2:62][CH2:61][N:60]([CH3:63])[C:59]2=[O:64])=[O:54])[CH:29]=[N:30][C:31]=1[CH2:32][NH:33][C:34]([NH:36][CH:37]1[C:43]2[CH:44]=[N:45][CH:46]=[CH:47][C:42]=2[CH2:41][CH2:40][C:39]2[C:48]([F:52])=[CH:49][CH:50]=[CH:51][C:38]1=2)=[O:35]. (3) The reactants are Cl.[CH3:2][CH:3]([O:5][C:6]1[CH:11]=[CH:10][C:9]([C:12]2[C:16]([CH:17]=[O:18])=[CH:15][NH:14][N:13]=2)=[CH:8][CH:7]=1)[CH3:4].[C:19]([O-])([O-])=O.[K+].[K+].CI.O. The catalyst is C(#N)C. The product is [CH:3]([O:5][C:6]1[CH:11]=[CH:10][C:9]([C:12]2[C:16]([CH:17]=[O:18])=[CH:15][N:14]([CH3:19])[N:13]=2)=[CH:8][CH:7]=1)([CH3:2])[CH3:4]. The yield is 0.190. (4) The product is [Cl:1][C:2]1[CH:11]=[C:10]([NH2:17])[C:9]2[C:4](=[CH:5][CH:6]=[C:7]([O:13][CH3:14])[CH:8]=2)[N:3]=1. No catalyst specified. The reactants are [Cl:1][C:2]1[CH:11]=[C:10](Cl)[C:9]2[C:4](=[CH:5][CH:6]=[C:7]([O:13][CH3:14])[CH:8]=2)[N:3]=1.CO.[NH3:17]. The yield is 0.550. (5) The reactants are [CH3:1][N:2]1[CH2:7][CH2:6][CH:5]([O:8][C:9]2[N:14]=[C:13]([NH2:15])[CH:12]=[CH:11][CH:10]=2)[CH2:4][CH2:3]1.Cl.[C:17]([Cl:25])(=[O:24])[C:18]1[CH:23]=[CH:22][N:21]=[CH:20][CH:19]=1. No catalyst specified. The product is [ClH:25].[CH3:1][N:2]1[CH2:3][CH2:4][CH:5]([O:8][C:9]2[N:14]=[C:13]([NH:15][C:17](=[O:24])[C:18]3[CH:23]=[CH:22][N:21]=[CH:20][CH:19]=3)[CH:12]=[CH:11][CH:10]=2)[CH2:6][CH2:7]1. The yield is 0.890.